From a dataset of Reaction yield outcomes from USPTO patents with 853,638 reactions. Predict the reaction yield, written as a fraction of the theoretical maximum amount of product (1.0 means a 100% yield; for example, 0.34 means a 34% yield). The reactants are Cl[C:2]1[C:3]2[CH2:17][CH2:16][CH2:15][C:4]=2[N:5]=[C:6]([C:8]2[CH:13]=[CH:12][CH:11]=[C:10]([Cl:14])[CH:9]=2)[N:7]=1.[NH2:18][C:19]1[CH:24]=[CH:23][C:22]([CH2:25][CH2:26][OH:27])=[CH:21][CH:20]=1. No catalyst specified. The product is [Cl:14][C:10]1[CH:9]=[C:8]([C:6]2[N:7]=[C:2]([NH:18][C:19]3[CH:24]=[CH:23][C:22]([CH2:25][CH2:26][OH:27])=[CH:21][CH:20]=3)[C:3]3[CH2:17][CH2:16][CH2:15][C:4]=3[N:5]=2)[CH:13]=[CH:12][CH:11]=1. The yield is 0.610.